From a dataset of Forward reaction prediction with 1.9M reactions from USPTO patents (1976-2016). Predict the product of the given reaction. (1) Given the reactants [C:1]([C:3]1[CH:21]=[CH:20][C:6]([CH2:7][N:8]2[C:12]([CH2:13][CH2:14]OS(C)(=O)=O)=[CH:11][N:10]=[CH:9]2)=[C:5]([N+:22]([O-:24])=[O:23])[CH:4]=1)#[N:2].[I-].[Na+].CCN(CC)CC.C(=O)([O-])[O-].[K+].[K+], predict the reaction product. The product is: [CH:11]1[N:10]=[CH:9][N:8]2[CH:7]([C:6]3[CH:20]=[CH:21][C:3]([C:1]#[N:2])=[CH:4][C:5]=3[N+:22]([O-:24])=[O:23])[CH2:14][CH2:13][C:12]=12. (2) Given the reactants [Cl:1][C:2]1[CH:3]=[C:4]([Mg]Br)[CH:5]=[C:6]([F:8])[CH:7]=1.[Cl:11][CH2:12][CH2:13][C:14](Cl)=[O:15].Cl, predict the reaction product. The product is: [Cl:11][CH2:12][CH2:13][C:14]([C:4]1[CH:5]=[C:6]([F:8])[CH:7]=[C:2]([Cl:1])[CH:3]=1)=[O:15]. (3) The product is: [F:2][C:3]1[CH:8]=[C:7]([F:9])[CH:6]=[CH:5][C:4]=1[C:10]1[O:14][N:13]=[C:12]([CH:15]2[CH2:20][CH2:19][CH2:18][N:17]([C:26]([C:25]3[CH:29]=[CH:30][C:22]([F:21])=[CH:23][CH:24]=3)=[O:27])[CH2:16]2)[N:11]=1. Given the reactants Cl.[F:2][C:3]1[CH:8]=[C:7]([F:9])[CH:6]=[CH:5][C:4]=1[C:10]1[O:14][N:13]=[C:12]([CH:15]2[CH2:20][CH2:19][CH2:18][NH:17][CH2:16]2)[N:11]=1.[F:21][C:22]1[CH:30]=[CH:29][C:25]([C:26](Cl)=[O:27])=[CH:24][CH:23]=1, predict the reaction product. (4) Given the reactants [F:1][C:2]1[C:7]([F:8])=CC=CC=1C.[Li][CH:11](CC)C.[B:15](OC)([O:18]C)[O:16]C.Cl.[CH2:23]1[CH2:27][O:26][CH2:25][CH2:24]1, predict the reaction product. The product is: [F:1][C:2]1[C:7]([F:8])=[CH:25][C:24]([CH3:11])=[CH:23][C:27]=1[O:26][B:15]([OH:18])[OH:16]. (5) The product is: [F:1][C:2]1[CH:7]=[C:6]([C:8]([F:9])([F:10])[F:11])[CH:5]=[CH:4][C:3]=1[C:12]1[N:20]=[CH:19][N:18]=[C:17]2[C:13]=1[NH:14][C:15](=[O:29])[N:16]2[C:21]1[CH:26]=[CH:25][C:24]([OH:27])=[CH:23][CH:22]=1. Given the reactants [F:1][C:2]1[CH:7]=[C:6]([C:8]([F:11])([F:10])[F:9])[CH:5]=[CH:4][C:3]=1[C:12]1[N:20]=[CH:19][N:18]=[C:17]2[C:13]=1[NH:14][C:15](=[O:29])[N:16]2[C:21]1[CH:26]=[CH:25][C:24]([O:27]C)=[CH:23][CH:22]=1.B(Br)(Br)Br.CO.O, predict the reaction product. (6) Given the reactants O.O.[Sn](Cl)Cl.[F:6][C:7]1[C:12]([F:13])=[CH:11][C:10]([N+:14]([O-])=O)=[CH:9][C:8]=1[C@:17]12[CH2:25][O:24][C@H:23]([CH2:26][F:27])[C@H:22]1[CH2:21][S:20][C:19]([NH:28][C:29](=[O:35])[O:30][C:31]([CH3:34])([CH3:33])[CH3:32])=[N:18]2.[OH-].[Na+], predict the reaction product. The product is: [NH2:14][C:10]1[CH:11]=[C:12]([F:13])[C:7]([F:6])=[C:8]([C@:17]23[CH2:25][O:24][C@H:23]([CH2:26][F:27])[C@H:22]2[CH2:21][S:20][C:19]([NH:28][C:29](=[O:35])[O:30][C:31]([CH3:33])([CH3:34])[CH3:32])=[N:18]3)[CH:9]=1. (7) The product is: [OH:2][C:3]1[CH:21]=[CH:20][C:6]([C:7]([NH:9][C:10]2[S:11][C:12]3[CH:18]=[C:17]([CH3:19])[CH:16]=[CH:15][C:13]=3[N:14]=2)=[O:8])=[CH:5][CH:4]=1. Given the reactants C[O:2][C:3]1[CH:21]=[CH:20][C:6]([C:7]([NH:9][C:10]2[S:11][C:12]3[CH:18]=[C:17]([CH3:19])[CH:16]=[CH:15][C:13]=3[N:14]=2)=[O:8])=[CH:5][CH:4]=1.Br, predict the reaction product. (8) Given the reactants [C:1]([O:5][C:6]([NH:8][C@H:9]([C:19](=[O:22])[CH:20]=[CH2:21])[CH2:10][CH2:11][C:12]([O:14][C:15]([CH3:18])([CH3:17])[CH3:16])=[O:13])=[O:7])([CH3:4])([CH3:3])[CH3:2].Cl.[Cl:24][C:25]1[CH:30]=[CH:29][CH:28]=[C:27]([Cl:31])[C:26]=1[C:32]1[CH:36]=[C:35]([C:37]2[CH:42]=[C:41]([NH2:43])[CH:40]=[CH:39][N:38]=2)[O:34][N:33]=1.C(N(C(C)C)CC)(C)C, predict the reaction product. The product is: [C:1]([O:5][C:6]([NH:8][C@@H:9]([C:19](=[O:22])[CH2:20][CH2:21][NH:43][C:41]1[CH:40]=[CH:39][N:38]=[C:37]([C:35]2[O:34][N:33]=[C:32]([C:26]3[C:25]([Cl:24])=[CH:30][CH:29]=[CH:28][C:27]=3[Cl:31])[CH:36]=2)[CH:42]=1)[CH2:10][CH2:11][C:12]([O:14][C:15]([CH3:18])([CH3:17])[CH3:16])=[O:13])=[O:7])([CH3:3])([CH3:4])[CH3:2]. (9) The product is: [Cl:31][C:32]1[CH:37]=[C:36]([C:2]2[CH:7]=[CH:6][CH:5]=[CH:4][C:3]=2[CH2:8][CH2:9][C:10]([N:12]([CH:22]([CH3:24])[CH3:23])[NH:13][C:14](=[O:21])[C:15]2[CH:20]=[CH:19][CH:18]=[CH:17][CH:16]=2)=[O:11])[CH:35]=[CH:34][CH:33]=1. Given the reactants Br[C:2]1[CH:7]=[CH:6][CH:5]=[CH:4][C:3]=1[CH2:8][CH2:9][C:10]([N:12]([CH:22]([CH3:24])[CH3:23])[NH:13][C:14](=[O:21])[C:15]1[CH:20]=[CH:19][CH:18]=[CH:17][CH:16]=1)=[O:11].C([O-])([O-])=O.[Na+].[Na+].[Cl:31][C:32]1[CH:33]=[C:34](B(O)O)[CH:35]=[CH:36][CH:37]=1, predict the reaction product.